From a dataset of Catalyst prediction with 721,799 reactions and 888 catalyst types from USPTO. Predict which catalyst facilitates the given reaction. (1) Reactant: C(OC([NH:11][CH2:12][CH2:13][CH2:14][CH2:15][CH2:16][C:17]1[NH:26][C:25](=[O:27])[C:24]2[C:19](=[CH:20][CH:21]=[CH:22][CH:23]=2)[N:18]=1)=O)C1C=CC=CC=1.[H][H]. Product: [NH2:11][CH2:12][CH2:13][CH2:14][CH2:15][CH2:16][C:17]1[NH:26][C:25](=[O:27])[C:24]2[C:19](=[CH:20][CH:21]=[CH:22][CH:23]=2)[N:18]=1. The catalyst class is: 358. (2) Reactant: Cl.[Cl:2][C:3]1[CH:17]=[CH:16][C:6]2[C:7]([CH:10]3[CH2:15][CH2:14][NH:13][CH2:12][CH2:11]3)=[N:8][O:9][C:5]=2[CH:4]=1.[C:18]([O:22][C:23](=[O:34])[NH:24][C@H:25]1[CH2:30][CH2:29][C@H:28]([CH2:31][CH:32]=O)[CH2:27][CH2:26]1)([CH3:21])([CH3:20])[CH3:19].C(O[BH-](OC(=O)C)OC(=O)C)(=O)C.[Na+]. The catalyst class is: 26. Product: [C:18]([O:22][C:23](=[O:34])[NH:24][C@H:25]1[CH2:26][CH2:27][C@H:28]([CH2:31][CH2:32][N:13]2[CH2:12][CH2:11][CH:10]([C:7]3[C:6]4[CH:16]=[CH:17][C:3]([Cl:2])=[CH:4][C:5]=4[O:9][N:8]=3)[CH2:15][CH2:14]2)[CH2:29][CH2:30]1)([CH3:21])([CH3:20])[CH3:19]. (3) Reactant: [F:1][C:2]1[CH:19]=[CH:18][C:5]([O:6][C:7]2[CH:14]=[CH:13][C:12]([N+:15]([O-:17])=[O:16])=[CH:11][C:8]=2[CH:9]=O)=[CH:4][CH:3]=1.[CH3:20][O:21][C:22]([CH2:24]P(OC)(OC)=O)=[O:23].[Li+].[Cl-].C1CCN2C(=NCCC2)CC1. Product: [CH3:20][O:21][C:22](=[O:23])[CH:24]=[CH:9][C:8]1[CH:11]=[C:12]([N+:15]([O-:17])=[O:16])[CH:13]=[CH:14][C:7]=1[O:6][C:5]1[CH:18]=[CH:19][C:2]([F:1])=[CH:3][CH:4]=1. The catalyst class is: 10.